Task: Predict which catalyst facilitates the given reaction.. Dataset: Catalyst prediction with 721,799 reactions and 888 catalyst types from USPTO (1) Reactant: [N:1]1([NH:14][CH:15]([CH3:17])[CH3:16])[C:13]2[C:12]3[CH:11]=[CH:10][CH:9]=[CH:8][C:7]=3[N:6]=[CH:5][C:4]=2[N:3]=[CH:2]1.C1C=C(Cl)C=C(C(OO)=O)C=1.[OH-].[NH4+:30].C1(C)C=CC(S(Cl)(=O)=O)=CC=1. Product: [CH:15]([NH:14][N:1]1[C:13]2[C:12]3[CH:11]=[CH:10][CH:9]=[CH:8][C:7]=3[N:6]=[C:5]([NH2:30])[C:4]=2[N:3]=[CH:2]1)([CH3:17])[CH3:16]. The catalyst class is: 146. (2) Reactant: [CH3:1][O:2][C:3]1[C:4](=[O:23])[C:5]([C:19]([O:21]C)=[O:20])=[N:6][N:7]([C:9]2[CH:10]=[CH:11][CH:12]=[C:13]3[C:18]=2[N:17]=[CH:16][CH:15]=[CH:14]3)[CH:8]=1.[OH-].[Na+].C1COCC1.Cl. Product: [CH3:1][O:2][C:3]1[C:4](=[O:23])[C:5]([C:19]([OH:21])=[O:20])=[N:6][N:7]([C:9]2[CH:10]=[CH:11][CH:12]=[C:13]3[C:18]=2[N:17]=[CH:16][CH:15]=[CH:14]3)[CH:8]=1. The catalyst class is: 5. (3) Reactant: [CH2:1]([N:3]([CH2:47][CH3:48])[CH2:4][CH2:5][N:6]([C:21]([CH2:23][N:24]1[CH:29]=[C:28]([CH2:30][C:31]2[CH:32]=[N:33][N:34]([CH3:36])[CH:35]=2)[C:27](=[O:37])[N:26]=[C:25]1[S:38][CH2:39][C:40]1[CH:45]=[CH:44][C:43]([F:46])=[CH:42][CH:41]=1)=[O:22])[CH2:7][C:8]1[CH:13]=[CH:12][C:11]([C:14]2[CH:19]=[CH:18][C:17]([Cl:20])=[CH:16][CH:15]=2)=[CH:10][CH:9]=1)[CH3:2].Cl.CCOCC. Product: [ClH:20].[CH2:47]([N:3]([CH2:1][CH3:2])[CH2:4][CH2:5][N:6]([C:21]([CH2:23][N:24]1[CH:29]=[C:28]([CH2:30][C:31]2[CH:32]=[N:33][N:34]([CH3:36])[CH:35]=2)[C:27](=[O:37])[N:26]=[C:25]1[S:38][CH2:39][C:40]1[CH:45]=[CH:44][C:43]([F:46])=[CH:42][CH:41]=1)=[O:22])[CH2:7][C:8]1[CH:13]=[CH:12][C:11]([C:14]2[CH:15]=[CH:16][C:17]([Cl:20])=[CH:18][CH:19]=2)=[CH:10][CH:9]=1)[CH3:48]. The catalyst class is: 4.